The task is: Predict the reaction yield, written as a fraction of the theoretical maximum amount of product (1.0 means a 100% yield; for example, 0.34 means a 34% yield).. This data is from Reaction yield outcomes from USPTO patents with 853,638 reactions. (1) The product is [CH2:1]([O:8][C:9]1[CH:10]=[C:11]([CH:36]=[CH:37][CH:38]=1)[CH2:12][O:13][C:14]1[C:19]2[CH:20]=[C:21]([C:23]3[N:24]=[C:25]4[N:29]([CH:30]=3)[N:28]=[C:27]([O:40][CH3:39])[S:26]4)[O:22][C:18]=2[CH:17]=[C:16]([O:32][CH:33]([F:35])[F:34])[CH:15]=1)[C:2]1[CH:7]=[CH:6][CH:5]=[CH:4][CH:3]=1. The yield is 0.640. The catalyst is C(Cl)Cl. The reactants are [CH2:1]([O:8][C:9]1[CH:10]=[C:11]([CH:36]=[CH:37][CH:38]=1)[CH2:12][O:13][C:14]1[C:19]2[CH:20]=[C:21]([C:23]3[N:24]=[C:25]4[N:29]([CH:30]=3)[N:28]=[C:27](Br)[S:26]4)[O:22][C:18]=2[CH:17]=[C:16]([O:32][CH:33]([F:35])[F:34])[CH:15]=1)[C:2]1[CH:7]=[CH:6][CH:5]=[CH:4][CH:3]=1.[CH3:39][OH:40].C[O-].[Na+].Cl. (2) The reactants are [OH:1][C:2]1[CH:7]=[CH:6][C:5]([C:8]2[CH:9]=[C:10]([CH:14]([NH:20][C:21]([C@@H:23]3[CH2:28][CH2:27][CH2:26][N:25]([C:29](=[O:45])[CH2:30][CH2:31][CH:32]4[CH2:37][CH2:36][N:35]([C:38]([O:40][C:41]([CH3:44])([CH3:43])[CH3:42])=[O:39])[CH2:34][CH2:33]4)[CH2:24]3)=[O:22])[CH2:15][C:16]([O:18][CH3:19])=[O:17])[CH:11]=[N:12][CH:13]=2)=[CH:4][CH:3]=1.C(=O)([O-])[O-].[Cs+].[Cs+].I[CH2:53][CH2:54][F:55]. The catalyst is O1CCCC1.O. The product is [F:55][CH2:54][CH2:53][O:1][C:2]1[CH:3]=[CH:4][C:5]([C:8]2[CH:9]=[C:10]([CH:14]([NH:20][C:21]([C@@H:23]3[CH2:28][CH2:27][CH2:26][N:25]([C:29](=[O:45])[CH2:30][CH2:31][CH:32]4[CH2:33][CH2:34][N:35]([C:38]([O:40][C:41]([CH3:42])([CH3:44])[CH3:43])=[O:39])[CH2:36][CH2:37]4)[CH2:24]3)=[O:22])[CH2:15][C:16]([O:18][CH3:19])=[O:17])[CH:11]=[N:12][CH:13]=2)=[CH:6][CH:7]=1. The yield is 0.620. (3) The reactants are Br[C:2]1[CH:3]=[N:4][C:5]2[N:6]([N:8]=[C:9]([C:13]3[CH:18]=[CH:17][C:16]([O:19][C:20]4[CH:25]=[CH:24][CH:23]=[CH:22][CH:21]=4)=[CH:15][CH:14]=3)[C:10]=2[C:11]#[N:12])[CH:7]=1.[NH2:26][C:27]1[CH:32]=[CH:31][CH:30]=[CH:29][C:28]=1B(O)O.C([O-])([O-])=O.[Cs+].[Cs+]. The catalyst is O1CCOCC1.O.C1C=CC([P]([Pd]([P](C2C=CC=CC=2)(C2C=CC=CC=2)C2C=CC=CC=2)([P](C2C=CC=CC=2)(C2C=CC=CC=2)C2C=CC=CC=2)[P](C2C=CC=CC=2)(C2C=CC=CC=2)C2C=CC=CC=2)(C2C=CC=CC=2)C2C=CC=CC=2)=CC=1. The product is [NH2:26][C:27]1[CH:32]=[CH:31][CH:30]=[CH:29][C:28]=1[C:2]1[CH:3]=[N:4][C:5]2[N:6]([N:8]=[C:9]([C:13]3[CH:18]=[CH:17][C:16]([O:19][C:20]4[CH:25]=[CH:24][CH:23]=[CH:22][CH:21]=4)=[CH:15][CH:14]=3)[C:10]=2[C:11]#[N:12])[CH:7]=1. The yield is 0.591. (4) The reactants are CC1(C)C(C)(C)OB([C:9]2[CH2:14][CH2:13][CH2:12][C:11](=[O:15])[CH:10]=2)O1.Cl[C:18]1[CH:23]=[CH:22][N:21]=[CH:20][C:19]=1[N+:24]([O-:26])=[O:25].O. The catalyst is O1CCOCC1.C([O-])([O-])=O.[Na+].[Na+].CCOC(C)=O.C1C=CC([P]([Pd]([P](C2C=CC=CC=2)(C2C=CC=CC=2)C2C=CC=CC=2)([P](C2C=CC=CC=2)(C2C=CC=CC=2)C2C=CC=CC=2)[P](C2C=CC=CC=2)(C2C=CC=CC=2)C2C=CC=CC=2)(C2C=CC=CC=2)C2C=CC=CC=2)=CC=1. The product is [N+:24]([C:19]1[CH:20]=[N:21][CH:22]=[CH:23][C:18]=1[C:9]1[CH2:14][CH2:13][CH2:12][C:11](=[O:15])[CH:10]=1)([O-:26])=[O:25]. The yield is 0.640. (5) The yield is 0.450. The reactants are Br[C:2]1[CH:3]=[C:4]([NH:11][C:12]2[CH:24]=[C:15]3[CH2:16][N:17]([CH2:20][CH2:21][O:22][CH3:23])[CH2:18][CH2:19][N:14]3[N:13]=2)[C:5](=[O:10])[N:6]([CH3:9])[C:7]=1[CH3:8].[C:25]([O:28][CH2:29][C:30]1[C:31]([N:45]2[CH2:56][CH2:55][N:54]3[C:47](=[CH:48][C:49]4[CH2:50][C:51]([CH3:58])([CH3:57])[CH2:52][C:53]=43)[C:46]2=[O:59])=[N:32][CH:33]=[CH:34][C:35]=1B1OC(C)(C)C(C)(C)O1)(=[O:27])[CH3:26].[O-]P([O-])([O-])=O.[K+].[K+].[K+].C([O-])(=O)C.[Na+]. The catalyst is C1C=CC(P(C2C=CC=CC=2)[C-]2C=CC=C2)=CC=1.C1C=CC(P(C2C=CC=CC=2)[C-]2C=CC=C2)=CC=1.Cl[Pd]Cl.[Fe+2].C(#N)C.O. The product is [C:25]([O:28][CH2:29][C:30]1[C:31]([N:45]2[CH2:56][CH2:55][N:54]3[C:47](=[CH:48][C:49]4[CH2:50][C:51]([CH3:58])([CH3:57])[CH2:52][C:53]=43)[C:46]2=[O:59])=[N:32][CH:33]=[CH:34][C:35]=1[C:2]1[CH:3]=[C:4]([NH:11][C:12]2[CH:24]=[C:15]3[CH2:16][N:17]([CH2:20][CH2:21][O:22][CH3:23])[CH2:18][CH2:19][N:14]3[N:13]=2)[C:5](=[O:10])[N:6]([CH3:9])[C:7]=1[CH3:8])(=[O:27])[CH3:26].